This data is from Full USPTO retrosynthesis dataset with 1.9M reactions from patents (1976-2016). The task is: Predict the reactants needed to synthesize the given product. (1) Given the product [Br:16][C:6]1[CH:8]=[CH:9][CH:10]=[CH:11][C:5]=1[CH:1]([CH2:3][CH3:4])[CH3:2], predict the reactants needed to synthesize it. The reactants are: [CH:1]([C:5]1[CH:11]=[CH:10][CH:9]=[CH:8][C:6]=1N)([CH2:3][CH3:4])[CH3:2].N([O-])=O.[Na+].[BrH:16]. (2) Given the product [N:49]1([C:58](=[O:67])/[CH:59]=[CH:60]/[C@@H:61]([NH:66][C:39]([C@@H:34]2[CH2:33][N:32]([C:30]([O:29][C:25]([CH3:26])([CH3:27])[CH3:28])=[O:31])[CH2:38][CH2:37][CH2:36][O:35]2)=[O:41])[CH2:62][CH:63]([CH3:65])[CH3:64])[C:57]2[C:52](=[CH:53][CH:54]=[CH:55][CH:56]=2)[CH2:51][CH2:50]1, predict the reactants needed to synthesize it. The reactants are: CN(C(ON1N=NC2C=CC=NC1=2)=[N+](C)C)C.F[P-](F)(F)(F)(F)F.[C:25]([O:29][C:30]([N:32]1[CH2:38][CH2:37][CH2:36][O:35][C@H:34]([C:39]([OH:41])=O)[CH2:33]1)=[O:31])([CH3:28])([CH3:27])[CH3:26].FC(F)(F)C(O)=O.[N:49]1([C:58](=[O:67])/[CH:59]=[CH:60]/[C@@H:61]([NH2:66])[CH2:62][CH:63]([CH3:65])[CH3:64])[C:57]2[C:52](=[CH:53][CH:54]=[CH:55][CH:56]=2)[CH2:51][CH2:50]1.CCN(C(C)C)C(C)C. (3) The reactants are: [C:1]([O:5][C:6]([N:8]1[CH2:13][CH2:12][C@:11]([OH:28])([C:14]2[CH:19]=[CH:18][C:17]([CH2:20][O:21][CH2:22][C@@H:23]([CH3:27])[CH2:24][O:25][CH3:26])=[CH:16][CH:15]=2)[C@@H:10]([O:29][CH2:30][C:31]2[CH:32]=[CH:33][C:34]3[O:39][CH2:38][CH2:37][N:36]([CH2:40][CH2:41][CH2:42][O:43][CH3:44])[C:35]=3[CH:45]=2)[CH2:9]1)=[O:7])([CH3:4])([CH3:3])[CH3:2].Br[CH2:47][CH2:48][CH2:49][O:50][CH3:51]. Given the product [C:1]([O:5][C:6]([N:8]1[CH2:13][CH2:12][C@@:11]([C:14]2[CH:15]=[CH:16][C:17]([CH2:20][O:21][CH2:22][C@@H:23]([CH3:27])[CH2:24][O:25][CH3:26])=[CH:18][CH:19]=2)([O:28][CH2:47][CH2:48][CH2:49][O:50][CH3:51])[C@@H:10]([O:29][CH2:30][C:31]2[CH:32]=[CH:33][C:34]3[O:39][CH2:38][CH2:37][N:36]([CH2:40][CH2:41][CH2:42][O:43][CH3:44])[C:35]=3[CH:45]=2)[CH2:9]1)=[O:7])([CH3:4])([CH3:2])[CH3:3], predict the reactants needed to synthesize it. (4) Given the product [F:37][C:34]1[CH:35]=[CH:36][C:31]([CH2:30][N:11]2[C:12](=[O:29])[C:13]([C:14]3[N:15]=[S:16]([CH3:28])(=[O:27])[C:17]4[CH:23]=[C:22]([N+:24]([O-:26])=[O:25])[CH:21]=[CH:20][C:18]=4[N:19]=3)=[C:3]([OH:2])[CH:5]3[CH:10]2[CH:9]2[O:38][CH:6]3[CH2:7][CH2:8]2)=[CH:32][CH:33]=1, predict the reactants needed to synthesize it. The reactants are: C[O:2][C:3]([CH:5]1[CH:10]([N:11]([CH2:30][C:31]2[CH:36]=[CH:35][C:34]([F:37])=[CH:33][CH:32]=2)[C:12](=[O:29])[CH2:13][C:14]2[N:15]=[S:16]([CH3:28])(=[O:27])[C:17]3[CH:23]=[C:22]([N+:24]([O-:26])=[O:25])[CH:21]=[CH:20][C:18]=3[N:19]=2)[CH:9]2[O:38][CH:6]1[CH2:7][CH2:8]2)=O.[O-]CC.[Na+]. (5) Given the product [CH2:37]([O:36][C:5]([CH3:35])([CH2:6][C:7]1[CH:8]=[CH:9][C:10]([O:13][CH2:14][CH2:15][CH:16]2[CH2:20][N:19]([CH2:21][C:22]3[CH:23]=[CH:24][C:25]([O:28][C:29]([F:31])([F:32])[F:30])=[CH:26][CH:27]=3)[C:18](=[O:33])[N:17]2[CH3:34])=[CH:11][CH:12]=1)[C:4]([OH:39])=[O:3])[CH3:38], predict the reactants needed to synthesize it. The reactants are: C([O:3][C:4](=[O:39])[C:5]([O:36][CH2:37][CH3:38])([CH3:35])[CH2:6][C:7]1[CH:12]=[CH:11][C:10]([O:13][CH2:14][CH2:15][CH:16]2[CH2:20][N:19]([CH2:21][C:22]3[CH:27]=[CH:26][C:25]([O:28][C:29]([F:32])([F:31])[F:30])=[CH:24][CH:23]=3)[C:18](=[O:33])[N:17]2[CH3:34])=[CH:9][CH:8]=1)C.[OH-].[Na+]. (6) Given the product [CH2:24]([C:26]1[CH:31]=[CH:30][CH:29]=[CH:28][C:27]=1[S:32][C@H:33]([C:40]1[CH:45]=[CH:44][CH:43]=[CH:42][CH:41]=1)[C@@H:34]1[O:39][CH2:38][CH2:37][NH:36][CH2:35]1)[CH3:25], predict the reactants needed to synthesize it. The reactants are: C(N1CCO[C@H]([C@@H](O)C2C=CC=CC=2)C1=O)C1C=CC=CC=1.Cl.[CH2:24]([C:26]1[CH:31]=[CH:30][CH:29]=[CH:28][C:27]=1[S:32][C@H:33]([C:40]1[CH:45]=[CH:44][CH:43]=[CH:42][CH:41]=1)[C@@H:34]1[O:39][CH2:38][CH2:37][NH:36][CH2:35]1)[CH3:25].C(C1C=CC=CC=1S[C@@H](C1C=CC=CC=1)[C@H]1OCCN(CC2C=CC=CC=2)C1)C.C(C1C=CC=CC=1S[C@H](C1C=CC=CC=1)[C@@H]1OCCN(CC2C=CC=CC=2)C1)C. (7) The reactants are: [C:1]([O:5][C:6](=[O:31])[N:7]([CH:9]1[CH2:14][CH2:13][CH:12]([NH:15][CH2:16][C:17]2[CH:22]=[C:21]([C:23]3[CH:24]=[N:25][CH:26]=[CH:27][CH:28]=3)[CH:20]=[CH:19][C:18]=2[O:29][CH3:30])[CH2:11][CH2:10]1)[CH3:8])([CH3:4])([CH3:3])[CH3:2].[Cl:32][C:33]1[C:34]2[C:44]([F:45])=[CH:43][CH:42]=[C:41]([F:46])[C:35]=2[S:36][C:37]=1[C:38](Cl)=[O:39]. Given the product [C:1]([O:5][C:6](=[O:31])[N:7]([CH:9]1[CH2:10][CH2:11][CH:12]([N:15]([C:38]([C:37]2[S:36][C:35]3[C:41]([F:46])=[CH:42][CH:43]=[C:44]([F:45])[C:34]=3[C:33]=2[Cl:32])=[O:39])[CH2:16][C:17]2[CH:22]=[C:21]([C:23]3[CH:24]=[N:25][CH:26]=[CH:27][CH:28]=3)[CH:20]=[CH:19][C:18]=2[O:29][CH3:30])[CH2:13][CH2:14]1)[CH3:8])([CH3:4])([CH3:3])[CH3:2], predict the reactants needed to synthesize it. (8) Given the product [N:15]1([C:2]2[CH:3]=[C:4]([C:8]([OH:14])([CH3:13])[C:9]([F:12])([F:11])[F:10])[CH:5]=[N:6][CH:7]=2)[C:23]2[C:18](=[CH:19][CH:20]=[CH:21][CH:22]=2)[CH:17]=[N:16]1, predict the reactants needed to synthesize it. The reactants are: Br[C:2]1[CH:3]=[C:4]([C:8]([OH:14])([CH3:13])[C:9]([F:12])([F:11])[F:10])[CH:5]=[N:6][CH:7]=1.[NH:15]1[C:23]2[C:18](=[CH:19][CH:20]=[CH:21][CH:22]=2)[CH:17]=[N:16]1.